This data is from NCI-60 drug combinations with 297,098 pairs across 59 cell lines. The task is: Regression. Given two drug SMILES strings and cell line genomic features, predict the synergy score measuring deviation from expected non-interaction effect. Drug 1: CC1=CC=C(C=C1)C2=CC(=NN2C3=CC=C(C=C3)S(=O)(=O)N)C(F)(F)F. Drug 2: C1=CC=C(C=C1)NC(=O)CCCCCCC(=O)NO. Cell line: SNB-19. Synergy scores: CSS=5.67, Synergy_ZIP=-3.05, Synergy_Bliss=1.64, Synergy_Loewe=-6.63, Synergy_HSA=-4.00.